This data is from KCNQ2 potassium channel screen with 302,405 compounds. The task is: Binary Classification. Given a drug SMILES string, predict its activity (active/inactive) in a high-throughput screening assay against a specified biological target. (1) The drug is s1c2c(nc1C)ccc(c2)C(=O)Nc1ccc(cc1)C(=O)C. The result is 0 (inactive). (2) The drug is S(=O)(=O)(Nc1c(nc(nc1OC)N)N)c1ccc(cc1)C. The result is 0 (inactive). (3) The drug is s1c2c(nc1N\N=C\c1ncccc1)cccc2. The result is 1 (active). (4) The compound is Fc1c(C(=O)c2c3c(n(c2)CC(OC)=O)cccc3)cccc1. The result is 0 (inactive). (5) The compound is Clc1ncc(S(=O)(=O)NCc2occc2)cc1. The result is 0 (inactive). (6) The drug is Clc1ccc(Cn2c3c(nc2/C=C\c2occc2)cccc3)cc1. The result is 0 (inactive). (7) The molecule is O1c2c(OCC1)ccc(NC(=O)c1oc3c(c1)cccc3)c2. The result is 0 (inactive). (8) The compound is Fc1ccc(CC(=O)N\N=C\c2ccncc2)cc1. The result is 0 (inactive).